This data is from Full USPTO retrosynthesis dataset with 1.9M reactions from patents (1976-2016). The task is: Predict the reactants needed to synthesize the given product. Given the product [F:32][C:26]1[CH:27]=[CH:28][CH:29]=[C:30]([F:31])[C:25]=1[NH:24][C:22](=[O:23])[C:21]1[CH:33]=[C:17]([C:9]2[N:10]=[C:11]3[CH:16]=[CH:15][CH:14]=[CH:13][N:12]3[C:8]=2[C:6]2[CH:5]=[CH:4][N:3]=[C:2]([NH:41][C:40]3[CH:42]=[CH:43][C:44]([CH:46]4[CH2:47][CH2:48][N:49]([CH2:52][CH2:53][CH3:54])[CH2:50][CH2:51]4)=[CH:45][C:39]=3[O:38][CH2:37][CH3:36])[N:7]=2)[CH:18]=[CH:19][C:20]=1[O:34][CH3:35], predict the reactants needed to synthesize it. The reactants are: Cl[C:2]1[N:7]=[C:6]([C:8]2[N:12]3[CH:13]=[CH:14][CH:15]=[CH:16][C:11]3=[N:10][C:9]=2[C:17]2[CH:18]=[CH:19][C:20]([O:34][CH3:35])=[C:21]([CH:33]=2)[C:22]([NH:24][C:25]2[C:30]([F:31])=[CH:29][CH:28]=[CH:27][C:26]=2[F:32])=[O:23])[CH:5]=[CH:4][N:3]=1.[CH3:36][CH2:37][O:38][C:39]1[CH:45]=[C:44]([CH:46]2[CH2:51][CH2:50][N:49]([CH2:52][CH2:53][CH3:54])[CH2:48][CH2:47]2)[CH:43]=[CH:42][C:40]=1[NH2:41].C1(C)C=CC(S(O)(=O)=O)=CC=1.C[O-].[Na+].